Task: Predict the product of the given reaction.. Dataset: Forward reaction prediction with 1.9M reactions from USPTO patents (1976-2016) Given the reactants [Cl:1][C:2]1[CH:7]=[C:6]([C:8]([F:11])([F:10])[F:9])[CH:5]=[CH:4][C:3]=1[N:12]1[C:16]([CH3:17])=[C:15]([C:18]2[CH:23]=[CH:22][C:21]([O:24][CH3:25])=[CH:20][CH:19]=2)[N:14]=[N:13]1.[Br:26]N1C(=O)CCC1=O.C(OOC(=O)C1C=CC=CC=1)(=O)C1C=CC=CC=1, predict the reaction product. The product is: [Br:26][CH2:17][C:16]1[N:12]([C:3]2[CH:4]=[CH:5][C:6]([C:8]([F:9])([F:10])[F:11])=[CH:7][C:2]=2[Cl:1])[N:13]=[N:14][C:15]=1[C:18]1[CH:19]=[CH:20][C:21]([O:24][CH3:25])=[CH:22][CH:23]=1.